This data is from Forward reaction prediction with 1.9M reactions from USPTO patents (1976-2016). The task is: Predict the product of the given reaction. (1) Given the reactants [F:1][C:2]1[C:3]([NH:18][C:19]2[CH:24]=[CH:23][C:22]([I:25])=[CH:21][C:20]=2[F:26])=[C:4]([CH:12]=[C:13]([CH:16]=[O:17])[C:14]=1[F:15])[C:5]([NH:7][O:8][CH2:9][CH2:10][OH:11])=[O:6].[CH2:27](O)[CH2:28][OH:29].O.C1(C)C=CC(S(O)(=O)=O)=CC=1.C(=O)(O)[O-].[Na+], predict the reaction product. The product is: [O:17]1[CH2:27][CH2:28][O:29][CH:16]1[C:13]1[C:14]([F:15])=[C:2]([F:1])[C:3]([NH:18][C:19]2[CH:24]=[CH:23][C:22]([I:25])=[CH:21][C:20]=2[F:26])=[C:4]([CH:12]=1)[C:5]([NH:7][O:8][CH2:9][CH2:10][OH:11])=[O:6]. (2) Given the reactants [F:1][C:2]1[CH:7]=[CH:6][CH:5]=[CH:4][C:3]=1[CH2:8][CH2:9][C:10]1[CH:15]=[CH:14][N:13]=[CH:12][C:11]=1[C:16]([OH:18])=O.[OH-].[K+], predict the reaction product. The product is: [F:1][C:2]1[C:3]2[CH2:8][CH2:9][C:10]3[CH:15]=[CH:14][N:13]=[CH:12][C:11]=3[C:16](=[O:18])[C:4]=2[CH:5]=[CH:6][CH:7]=1. (3) The product is: [NH2:33][C:30]1[N:31]=[CH:32][C:27]([C:8]2[N:7]=[C:6]3[C:11]([N:12]=[C:13]([N:14]4[CH2:19][CH2:18][N:17]([CH:35]=[O:34])[C@H:16]([CH3:20])[CH2:15]4)[N:5]3[CH2:1][CH:2]([CH3:4])[CH3:3])=[C:10]([N:21]3[CH2:26][CH2:25][O:24][CH2:23][CH2:22]3)[N:9]=2)=[CH:28][N:29]=1. Given the reactants [CH2:1]([N:5]1[C:13]([N:14]2[CH2:19][CH2:18][NH:17][C@H:16]([CH3:20])[CH2:15]2)=[N:12][C:11]2[C:6]1=[N:7][C:8]([C:27]1[CH:28]=[N:29][C:30]([NH2:33])=[N:31][CH:32]=1)=[N:9][C:10]=2[N:21]1[CH2:26][CH2:25][O:24][CH2:23][CH2:22]1)[CH:2]([CH3:4])[CH3:3].[O:34]1CCC[CH2:35]1.CN(CCS(O)(=O)=O)C.[OH-].[Na+], predict the reaction product. (4) Given the reactants [CH3:1][C:2]([C:4]1[CH:5]=[CH:6][C:7]([OH:10])=[CH:8][CH:9]=1)=[O:3].F[C:12]1[CH:17]=[CH:16][C:15]([N+:18]([O-:20])=[O:19])=[CH:14][CH:13]=1, predict the reaction product. The product is: [C:2]([C:4]1[CH:9]=[CH:8][C:7]([O:10][C:12]2[CH:17]=[CH:16][C:15]([N+:18]([O-:20])=[O:19])=[CH:14][CH:13]=2)=[CH:6][CH:5]=1)(=[O:3])[CH3:1]. (5) The product is: [Cl:44][C:8]1[CH:9]=[C:10]([C:13]2[CH:18]=[CH:17][C:16]([C:19]([CH2:41][CH3:42])([C:22]3[CH:27]=[CH:26][C:25](/[CH:28]=[CH:29]/[C:30]([OH:39])([C:31]([F:32])([F:33])[F:34])[C:35]([F:37])([F:38])[F:36])=[C:24]([CH3:40])[CH:23]=3)[CH2:20][CH3:21])=[CH:15][C:14]=2[CH3:43])[CH:11]=[CH:12][C:7]=1[CH2:6][C:5]([OH:45])=[O:4]. Given the reactants [OH-].[Na+].C[O:4][C:5](=[O:45])[CH2:6][C:7]1[CH:12]=[CH:11][C:10]([C:13]2[CH:18]=[CH:17][C:16]([C:19]([CH2:41][CH3:42])([C:22]3[CH:27]=[CH:26][C:25](/[CH:28]=[CH:29]/[C:30]([OH:39])([C:35]([F:38])([F:37])[F:36])[C:31]([F:34])([F:33])[F:32])=[C:24]([CH3:40])[CH:23]=3)[CH2:20][CH3:21])=[CH:15][C:14]=2[CH3:43])=[CH:9][C:8]=1[Cl:44], predict the reaction product. (6) Given the reactants [CH2:1]([C:3]1[CH:8]=[CH:7][C:6]([CH:9]2[CH2:14][N:13]([C:15]([N:17]3[CH2:20][CH:19]([OH:21])[CH2:18]3)=[O:16])[CH2:12][CH:11]([C:22](O)=[O:23])[CH2:10]2)=[CH:5][CH:4]=1)[CH3:2].C(N1C=CN=C1)(N1C=CN=C1)=O.O[N:38]=[C:39]([O:41][CH2:42][CH3:43])[NH2:40], predict the reaction product. The product is: [CH2:42]([O:41][C:39]1[N:40]=[C:22]([CH:11]2[CH2:10][CH:9]([C:6]3[CH:5]=[CH:4][C:3]([CH2:1][CH3:2])=[CH:8][CH:7]=3)[CH2:14][N:13]([C:15]([N:17]3[CH2:20][CH:19]([OH:21])[CH2:18]3)=[O:16])[CH2:12]2)[O:23][N:38]=1)[CH3:43]. (7) Given the reactants [NH2:1][C:2]1[S:3][CH:4]=[C:5]([C:7]2[O:8][CH:9]=[CH:10][CH:11]=2)[N:6]=1.[Br:12]N1C(=O)CCC1=O.O, predict the reaction product. The product is: [NH2:1][C:2]1[S:3][C:4]([Br:12])=[C:5]([C:7]2[O:8][CH:9]=[CH:10][CH:11]=2)[N:6]=1.